Dataset: Forward reaction prediction with 1.9M reactions from USPTO patents (1976-2016). Task: Predict the product of the given reaction. (1) Given the reactants [CH:1]([C:5]1[CH:10]=[CH:9][CH:8]=[CH:7][C:6]=1[OH:11])([CH2:3][CH3:4])[CH3:2].[C:12]1(=O)[O:17][C:15](=[O:16])[C:14]2=[CH:18][CH:19]=[CH:20][CH:21]=[C:13]12, predict the reaction product. The product is: [OH:11][C:6]1[CH:7]=[CH:8][C:9]([C:12]2([C:9]3[CH:8]=[CH:7][C:6]([OH:11])=[C:5]([CH:1]([CH2:3][CH3:4])[CH3:2])[CH:10]=3)[C:13]3[C:14](=[CH:18][CH:19]=[CH:20][CH:21]=3)[C:15](=[O:16])[O:17]2)=[CH:10][C:5]=1[CH:1]([CH2:3][CH3:4])[CH3:2]. (2) Given the reactants [NH2:1][C:2]1[C:7]([O:8][CH2:9][C:10]([F:13])([F:12])[F:11])=[CH:6][C:5]([CH:14]([CH2:20][CH:21]([CH3:23])[CH3:22])[C:15]([O:17][CH2:18][CH3:19])=[O:16])=[CH:4][C:3]=1Br.[F:25][C:26]([F:37])([F:36])[C:27]1[CH:32]=[CH:31][C:30](B(O)O)=[CH:29][CH:28]=1.[F-].[Cs+].CCOC(C)=O, predict the reaction product. The product is: [NH2:1][C:2]1[C:3]([C:30]2[CH:31]=[CH:32][C:27]([C:26]([F:37])([F:36])[F:25])=[CH:28][CH:29]=2)=[CH:4][C:5]([CH:14]([CH2:20][CH:21]([CH3:23])[CH3:22])[C:15]([O:17][CH2:18][CH3:19])=[O:16])=[CH:6][C:7]=1[O:8][CH2:9][C:10]([F:13])([F:12])[F:11].